Dataset: Peptide-MHC class II binding affinity with 134,281 pairs from IEDB. Task: Regression. Given a peptide amino acid sequence and an MHC pseudo amino acid sequence, predict their binding affinity value. This is MHC class II binding data. (1) The peptide sequence is IVDVMCHATLTHRLMSPH. The MHC is DRB5_0101 with pseudo-sequence DRB5_0101. The binding affinity (normalized) is 0. (2) The peptide sequence is AKLMRDIPFRVGAVV. The MHC is DRB1_1001 with pseudo-sequence DRB1_1001. The binding affinity (normalized) is 0.622. (3) The peptide sequence is KYAAAVAGL. The MHC is DRB1_0401 with pseudo-sequence DRB1_0401. The binding affinity (normalized) is 0.0825. (4) The peptide sequence is MAEMKTDAATLAQEA. The MHC is DRB1_0101 with pseudo-sequence DRB1_0101. The binding affinity (normalized) is 0.626. (5) The peptide sequence is GGGQIVGGVYLLPRR. The MHC is HLA-DQA10401-DQB10402 with pseudo-sequence HLA-DQA10401-DQB10402. The binding affinity (normalized) is 0.130.